From a dataset of Ames mutagenicity test results for genotoxicity prediction. Regression/Classification. Given a drug SMILES string, predict its toxicity properties. Task type varies by dataset: regression for continuous values (e.g., LD50, hERG inhibition percentage) or binary classification for toxic/non-toxic outcomes (e.g., AMES mutagenicity, cardiotoxicity, hepatotoxicity). Dataset: ames. (1) The molecule is COP(=O)(OC)O/C(=C\Cl)c1cc(Cl)c(Cl)cc1Cl. The result is 0 (non-mutagenic). (2) The drug is Oc1cccc(Nc2ccccc2)c1. The result is 0 (non-mutagenic). (3) The compound is O=[N+]([O-])c1cccc2nc3c([N+](=O)[O-])cccc3nc12. The result is 0 (non-mutagenic).